Dataset: Full USPTO retrosynthesis dataset with 1.9M reactions from patents (1976-2016). Task: Predict the reactants needed to synthesize the given product. (1) Given the product [F:20][C:21]1[CH:26]=[CH:25][CH:24]=[CH:23][C:22]=1[N:27]1[CH2:32][CH2:31][N:30]([CH2:15][CH2:14][CH2:13][C:12]2[N:8]([C:4]3[CH:5]=[CH:6][CH:7]=[C:2]([Cl:1])[CH:3]=3)[N:9]=[C:10]([CH2:17][CH2:18][CH3:19])[CH:11]=2)[CH2:29][CH2:28]1, predict the reactants needed to synthesize it. The reactants are: [Cl:1][C:2]1[CH:3]=[C:4]([N:8]2[C:12]([CH2:13][CH2:14][CH:15]=O)=[CH:11][C:10]([CH2:17][CH2:18][CH3:19])=[N:9]2)[CH:5]=[CH:6][CH:7]=1.[F:20][C:21]1[CH:26]=[CH:25][CH:24]=[CH:23][C:22]=1[N:27]1[CH2:32][CH2:31][NH:30][CH2:29][CH2:28]1.[BH3-]C#N.[Na+]. (2) Given the product [O:3]=[C:4]1[CH:5]=[C:6]([C@H:8]2[CH2:13][CH2:12][N:11]([C:14]([O:16][CH3:17])=[O:15])[C@@H:10]([C:18]3[CH:23]=[C:22]([F:24])[C:21]([F:25])=[C:20]([F:26])[CH:19]=3)[CH2:9]2)[O:7][NH:30]1, predict the reactants needed to synthesize it. The reactants are: C([O:3][C:4](=O)[CH2:5][C:6]([C@H:8]1[CH2:13][CH2:12][N:11]([C:14]([O:16][CH3:17])=[O:15])[C@@H:10]([C:18]2[CH:23]=[C:22]([F:24])[C:21]([F:25])=[C:20]([F:26])[CH:19]=2)[CH2:9]1)=[O:7])C.[OH-].[Na+].[NH2:30]O.Cl. (3) Given the product [S:18]1[CH:19]=[CH:20][CH:21]=[C:17]1[C:12]1[CH:13]=[CH:14][CH:15]=[CH:16][C:11]=1[C:9]([N:2]1[CH2:3][CH:4]2[CH2:8][N:7]([C:23]3[CH:32]=[CH:31][C:30]4[C:25](=[CH:26][CH:27]=[CH:28][CH:29]=4)[N:24]=3)[CH2:6][CH:5]2[CH2:1]1)=[O:10], predict the reactants needed to synthesize it. The reactants are: [CH2:1]1[CH:5]2[CH2:6][NH:7][CH2:8][CH:4]2[CH2:3][N:2]1[C:9]([C:11]1[CH:16]=[CH:15][CH:14]=[CH:13][C:12]=1[C:17]1[S:18][CH:19]=[CH:20][CH:21]=1)=[O:10].Cl[C:23]1[CH:32]=[CH:31][C:30]2[C:25](=[CH:26][CH:27]=[CH:28][CH:29]=2)[N:24]=1. (4) Given the product [C:28]([NH:29][C:23]([C:21]1[CH:20]=[CH:19][N:18]=[C:17]([N:15]2[CH:16]=[C:12]([CH2:11][CH2:10][N:9]([CH2:8][C:5]3[CH:4]=[CH:3][C:2]([F:1])=[CH:7][CH:6]=3)[CH3:26])[CH:13]=[N:14]2)[CH:22]=1)=[O:25])#[N:27], predict the reactants needed to synthesize it. The reactants are: [F:1][C:2]1[CH:7]=[CH:6][C:5]([CH2:8][N:9]([CH3:26])[CH2:10][CH2:11][C:12]2[CH:13]=[N:14][N:15]([C:17]3[CH:22]=[C:21]([C:23]([OH:25])=O)[CH:20]=[CH:19][N:18]=3)[CH:16]=2)=[CH:4][CH:3]=1.[N:27]#[C:28][NH2:29].CN(C(ON1N=NC2C=CC=NC1=2)=[N+](C)C)C.F[P-](F)(F)(F)(F)F.CCN(C(C)C)C(C)C.